This data is from Forward reaction prediction with 1.9M reactions from USPTO patents (1976-2016). The task is: Predict the product of the given reaction. (1) The product is: [NH2:18][C:19]1[C:28]2[N:29]=[C:30]([CH2:37][CH2:38][CH2:39][CH3:40])[N:31]([CH2:32][CH2:33][CH2:34][CH2:35][NH:36][C:13](=[O:15])[C:12]3[CH:11]=[CH:10][C:9]([C:1](=[O:8])[C:2]4[CH:3]=[CH:4][CH:5]=[CH:6][CH:7]=4)=[CH:17][CH:16]=3)[C:27]=2[C:26]2[N:25]=[CH:24][CH:23]=[CH:22][C:21]=2[N:20]=1. Given the reactants [C:1]([C:9]1[CH:17]=[CH:16][C:12]([C:13]([OH:15])=O)=[CH:11][CH:10]=1)(=[O:8])[C:2]1[CH:7]=[CH:6][CH:5]=[CH:4][CH:3]=1.[NH2:18][C:19]1[C:28]2[N:29]=[C:30]([CH2:37][CH2:38][CH2:39][CH3:40])[N:31]([CH2:32][CH2:33][CH2:34][CH2:35][NH2:36])[C:27]=2[C:26]2[N:25]=[CH:24][CH:23]=[CH:22][C:21]=2[N:20]=1, predict the reaction product. (2) The product is: [K:1].[C:17]([O:16][C:14]([N:8]1[CH2:13][CH2:12][N:11]([CH2:3][B-:4]([F:7])([F:6])[F:5])[CH2:10][CH2:9]1)=[O:15])([CH3:20])([CH3:18])[CH3:19]. Given the reactants [K:1].Br[CH2:3][B-:4]([F:7])([F:6])[F:5].[N:8]1([C:14]([O:16][C:17]([CH3:20])([CH3:19])[CH3:18])=[O:15])[CH2:13][CH2:12][NH:11][CH2:10][CH2:9]1, predict the reaction product. (3) Given the reactants [CH2:1]1[O:9][C:8]2[CH:7]=[CH:6][C:5]([NH:10][C:11]([C@@H:13]3[C@@H:15]([CH2:16][CH2:17][CH2:18][CH3:19])[O:14]3)=[O:12])=[CH:4][C:3]=2[O:2]1.[N-:20]=[N+:21]=[N-:22].[Na+].S([O-])([O-])(=O)=O.[Mg+2], predict the reaction product. The product is: [CH2:1]1[O:9][C:8]2[CH:7]=[CH:6][C:5]([NH:10][C:11](=[O:12])[C@@H:13]([OH:14])[C@@H:15]([N:20]=[N+:21]=[N-:22])[CH2:16][CH2:17][CH2:18][CH3:19])=[CH:4][C:3]=2[O:2]1. (4) Given the reactants [O-2:1].[Al+3:2].[O-2:3].[O-2:4].[Al+3].C1C(Cl)=CC2[NH:13]C(SC=2C=1)=S, predict the reaction product. The product is: [O-2:1].[Al+3:2].[O-2:1].[O-2:1].[Al+3:2].[N+:13]([O-:4])([O-:3])=[O:1].[Al+3:2].[N+:13]([O-:4])([O-:3])=[O:1].[N+:13]([O-:4])([O-:3])=[O:1]. (5) Given the reactants Cl[C:2]1[N:7]=[CH:6][N:5]=[C:4]([NH2:8])[C:3]=1[C:9]1[N:13]=[CH:12][N:11]([CH3:14])[N:10]=1.[NH2:15][C@H:16]([C:19]1[N:28]([C:29]2[CH:34]=[CH:33][CH:32]=[CH:31][C:30]=2[CH3:35])[C:27](=[O:36])[C:26]2[C:21](=[CH:22][CH:23]=[CH:24][C:25]=2[CH3:37])[N:20]=1)[CH2:17][CH3:18].CCN(C(C)C)C(C)C.C(Cl)Cl.CO, predict the reaction product. The product is: [NH2:8][C:4]1[N:5]=[CH:6][N:7]=[C:2]([NH:15][C@H:16]([C:19]2[N:28]([C:29]3[CH:34]=[CH:33][CH:32]=[CH:31][C:30]=3[CH3:35])[C:27](=[O:36])[C:26]3[C:21](=[CH:22][CH:23]=[CH:24][C:25]=3[CH3:37])[N:20]=2)[CH2:17][CH3:18])[C:3]=1[C:9]1[N:13]=[CH:12][N:11]([CH3:14])[N:10]=1. (6) Given the reactants [OH-:1].[Na+].[CH:3]1[C:8]([OH:9])=[CH:7][CH:6]=[C:5]([CH3:10])[CH:4]=1.[CH2:11]([N:18]1[CH2:23][CH2:22][CH2:21][C:20](=O)[CH2:19]1)[C:12]1[CH:17]=[CH:16][CH:15]=[CH:14][CH:13]=1.C(Cl)(Cl)Cl.[O:29]1[CH2:33]CCC1, predict the reaction product. The product is: [CH2:11]([N:18]1[CH2:23][CH2:22][CH2:21][C:20]([O:9][C:8]2[CH:7]=[CH:6][C:5]([CH3:10])=[CH:4][CH:3]=2)([C:33]([OH:29])=[O:1])[CH2:19]1)[C:12]1[CH:17]=[CH:16][CH:15]=[CH:14][CH:13]=1.